From a dataset of Forward reaction prediction with 1.9M reactions from USPTO patents (1976-2016). Predict the product of the given reaction. (1) The product is: [Cl:1][C:2]1[C:7]([C:8]([OH:10])=[O:9])=[CH:6][CH:5]=[C:4]([N:15]2[CH:19]=[CH:18][C:17]([O:20][CH2:21][CH:22]([CH3:24])[CH3:23])=[N:16]2)[N:3]=1. Given the reactants [Cl:1][C:2]1[C:7]([C:8]([O:10]C(C)(C)C)=[O:9])=[CH:6][CH:5]=[C:4]([N:15]2[CH:19]=[CH:18][C:17]([O:20][CH2:21][CH:22]([CH3:24])[CH3:23])=[N:16]2)[N:3]=1.C(O)(C(F)(F)F)=O, predict the reaction product. (2) Given the reactants FC(F)C1N(C2N=C(N3CCOCC3)N=C([N:20]([CH:27]3[CH2:32][CH2:31][N:30]([S:33]([CH3:36])(=[O:35])=[O:34])[CH2:29][CH2:28]3)[CH2:21][CH2:22][CH2:23][N:24](C)C)N=2)C2C=CC=C(OC)C=2N=1.[ClH:44], predict the reaction product. The product is: [ClH:44].[CH3:36][S:33]([N:30]1[CH2:31][CH2:32][CH:27]([NH:20][CH2:21][CH2:22][CH2:23][NH2:24])[CH2:28][CH2:29]1)(=[O:35])=[O:34]. (3) Given the reactants [Cl-].O[NH3+:3].[C:4](=[O:7])([O-])[OH:5].[Na+].CS(C)=O.[O:13]=[C:14]1[C:19]([CH2:20][C:21]2[CH:26]=[CH:25][C:24]([C:27]3[C:28]([C:33]#[N:34])=[CH:29][CH:30]=[CH:31][CH:32]=3)=[CH:23][CH:22]=2)=[C:18]([CH2:35][CH2:36][CH3:37])[N:17]2[N:38]=[CH:39][N:40]=[C:16]2[N:15]1[C@H:41]1[CH2:46][CH2:45][C@H:44]([NH:47][CH:48]2[CH2:53][CH2:52][O:51][CH2:50][CH2:49]2)[CH2:43][CH2:42]1, predict the reaction product. The product is: [O:7]=[C:4]1[O:5][N:3]=[C:33]([C:28]2[CH:29]=[CH:30][CH:31]=[CH:32][C:27]=2[C:24]2[CH:23]=[CH:22][C:21]([CH2:20][C:19]3[C:14](=[O:13])[N:15]([C@H:41]4[CH2:46][CH2:45][C@H:44]([NH:47][CH:48]5[CH2:53][CH2:52][O:51][CH2:50][CH2:49]5)[CH2:43][CH2:42]4)[C:16]4[N:17]([N:38]=[CH:39][N:40]=4)[C:18]=3[CH2:35][CH2:36][CH3:37])=[CH:26][CH:25]=2)[NH:34]1. (4) The product is: [C:35]([NH:34][S:33]([CH2:32][O:31][C:25]1[CH:26]=[CH:27][C:28]([Cl:30])=[CH:29][C:24]=1[N:19]1[C:20](=[O:23])[CH2:21][CH2:22][C:17]2([C:49]3[C:54](=[CH:53][C:52]([Cl:55])=[CH:51][CH:50]=3)[NH:15][C:16]2=[O:56])[CH:18]1[C:41]1[CH:46]=[C:45]([F:47])[CH:44]=[CH:43][C:42]=1[CH3:48])(=[O:39])=[O:40])([CH3:38])([CH3:37])[CH3:36]. Given the reactants C(O)(C(F)(F)F)=O.C(OC([N:15]1[C:54]2[C:49](=[CH:50][CH:51]=[C:52]([Cl:55])[CH:53]=2)[C:17]2([CH2:22][CH2:21][C:20](=[O:23])[N:19]([C:24]3[CH:29]=[C:28]([Cl:30])[CH:27]=[CH:26][C:25]=3[O:31][CH2:32][S:33](=[O:40])(=[O:39])[NH:34][C:35]([CH3:38])([CH3:37])[CH3:36])[CH:18]2[C:41]2[CH:46]=[C:45]([F:47])[CH:44]=[CH:43][C:42]=2[CH3:48])[C:16]1=[O:56])=O)(C)(C)C, predict the reaction product. (5) The product is: [Cl:1][C:2]1[CH:3]=[C:4]([CH:14]=[CH:15][C:16]=1[Cl:17])[CH2:5][N:6]1[CH2:11][CH2:10][O:9][CH:8]([CH2:12][NH:13][C:19]([NH:18][C:21]2[C:30]3[C:25](=[CH:26][CH:27]=[CH:28][CH:29]=3)[CH:24]=[CH:23][CH:22]=2)=[O:20])[CH2:7]1. Given the reactants [Cl:1][C:2]1[CH:3]=[C:4]([CH:14]=[CH:15][C:16]=1[Cl:17])[CH2:5][N:6]1[CH2:11][CH2:10][O:9][CH:8]([CH2:12][NH2:13])[CH2:7]1.[N:18]([C:21]1[C:30]2[C:25](=[CH:26][CH:27]=[CH:28][CH:29]=2)[CH:24]=[CH:23][CH:22]=1)=[C:19]=[O:20], predict the reaction product. (6) Given the reactants [N+:1]([C:4]1[CH:9]=[CH:8][N:7]=[C:6](NC)[CH:5]=1)([O-:3])=[O:2].[CH3:12]CN(CC)CC.[N:19]([CH:22]([CH:28]([CH3:30])[CH3:29])[C:23]([N:25]=[N+]=[N-])=[O:24])=[N+:20]=[N-:21].C(Cl)CCl.C1C=CC2N(O)N=NC=2C=1, predict the reaction product. The product is: [N:19]([CH:22]([CH:28]([CH3:30])[CH3:29])[C:23]([NH:25][CH2:12][C:6]1[CH:5]=[C:4]([N+:1]([O-:3])=[O:2])[CH:9]=[CH:8][N:7]=1)=[O:24])=[N+:20]=[N-:21]. (7) Given the reactants [NH:1](C(OCC1C2C(=CC=CC=2)C2C1=CC=CC=2)=O)[C@H:2]([C:29]([OH:31])=[O:30])[CH2:3][CH2:4][CH2:5][CH2:6][NH:7][C:8]([C:23]1[CH:28]=[CH:27][CH:26]=[CH:25][CH:24]=1)([C:17]1[CH:22]=[CH:21][CH:20]=[CH:19][CH:18]=1)[C:9]1[CH:16]=[CH:15][C:12]([O:13][CH3:14])=[CH:11][CH:10]=1.CCN(CC)CC, predict the reaction product. The product is: [NH2:1][C@H:2]([C:29]([OH:31])=[O:30])[CH2:3][CH2:4][CH2:5][CH2:6][NH:7][C:8]([C:23]1[CH:28]=[CH:27][CH:26]=[CH:25][CH:24]=1)([C:17]1[CH:22]=[CH:21][CH:20]=[CH:19][CH:18]=1)[C:9]1[CH:16]=[CH:15][C:12]([O:13][CH3:14])=[CH:11][CH:10]=1. (8) Given the reactants [C:1]([NH:5][C:6]([C:8]1[C:16]2[C:11](=[N:12][CH:13]=[C:14]([N:17]3[C:25]4[C:20](=[CH:21][C:22]([Cl:26])=[CH:23][CH:24]=4)[CH:19]=[N:18]3)[N:15]=2)[N:10](COCC[Si](C)(C)C)[CH:9]=1)=[O:7])([CH3:4])([CH3:3])[CH3:2].FC(F)(F)C(O)=O, predict the reaction product. The product is: [C:1]([NH:5][C:6]([C:8]1[C:16]2[C:11](=[N:12][CH:13]=[C:14]([N:17]3[C:25]4[C:20](=[CH:21][C:22]([Cl:26])=[CH:23][CH:24]=4)[CH:19]=[N:18]3)[N:15]=2)[NH:10][CH:9]=1)=[O:7])([CH3:4])([CH3:2])[CH3:3]. (9) Given the reactants O.[OH-].[Li+].[CH:4]1([CH:7]([CH:27]2[CH2:29][CH2:28]2)[C:8]#[C:9][C:10]2[CH:19]=[CH:18][C:13]([C:14]([O:16]C)=[O:15])=[CH:12][C:11]=2[O:20][CH2:21][CH2:22][C:23]([F:26])([F:25])[F:24])[CH2:6][CH2:5]1.C(OCC)(=O)C.Cl, predict the reaction product. The product is: [CH:4]1([CH:7]([CH:27]2[CH2:29][CH2:28]2)[C:8]#[C:9][C:10]2[CH:19]=[CH:18][C:13]([C:14]([OH:16])=[O:15])=[CH:12][C:11]=2[O:20][CH2:21][CH2:22][C:23]([F:24])([F:25])[F:26])[CH2:6][CH2:5]1.